Dataset: Reaction yield outcomes from USPTO patents with 853,638 reactions. Task: Predict the reaction yield, written as a fraction of the theoretical maximum amount of product (1.0 means a 100% yield; for example, 0.34 means a 34% yield). (1) The reactants are [CH3:1][S:2]([NH:5][C:6]1[C:7]([C:28]2[CH:33]=[CH:32][CH:31]=[CH:30][CH:29]=2)=[N:8][C:9]2[C:14]([C:15]=1[C:16]([NH:18][C@H:19]([C:22]1[CH:27]=[CH:26][CH:25]=[CH:24][CH:23]=1)[CH2:20][CH3:21])=[O:17])=[CH:13][CH:12]=[CH:11][CH:10]=2)(=[O:4])=[O:3].[C:34]([O-])([O-])=O.[Cs+].[Cs+].CI. The catalyst is CN(C=O)C. The product is [CH3:34][N:5]([S:2]([CH3:1])(=[O:3])=[O:4])[C:6]1[C:7]([C:28]2[CH:29]=[CH:30][CH:31]=[CH:32][CH:33]=2)=[N:8][C:9]2[C:14]([C:15]=1[C:16]([NH:18][C@H:19]([C:22]1[CH:23]=[CH:24][CH:25]=[CH:26][CH:27]=1)[CH2:20][CH3:21])=[O:17])=[CH:13][CH:12]=[CH:11][CH:10]=2. The yield is 0.444. (2) The reactants are C[O:2][C:3](=[O:39])[C:4]1[CH:9]=[CH:8][CH:7]=[CH:6][C:5]=1[O:10][C:11]1[CH:16]=[CH:15][CH:14]=[C:13]([O:17][CH2:18][CH2:19][CH2:20][O:21][C:22]2[CH:27]=[C:26]([OH:28])[C:25]([C:29]3[N:30]=[CH:31][O:32][CH:33]=3)=[CH:24][C:23]=2[CH2:34][CH3:35])[C:12]=1[CH2:36][CH2:37][CH3:38].[OH-].[Li+]. The catalyst is CO. The product is [CH2:34]([C:23]1[CH:24]=[C:25]([C:29]2[N:30]=[CH:31][O:32][CH:33]=2)[C:26]([OH:28])=[CH:27][C:22]=1[O:21][CH2:20][CH2:19][CH2:18][O:17][C:13]1[C:12]([CH2:36][CH2:37][CH3:38])=[C:11]([CH:16]=[CH:15][CH:14]=1)[O:10][C:5]1[CH:6]=[CH:7][CH:8]=[CH:9][C:4]=1[C:3]([OH:39])=[O:2])[CH3:35]. The yield is 0.920. (3) The catalyst is CO.O. The product is [NH:1]1[C:9]2[C:4](=[N:5][CH:6]=[C:7]([C:10]([OH:12])=[O:11])[CH:8]=2)[CH:3]=[N:2]1. The yield is 0.210. The reactants are [NH:1]1[C:9]2[C:4](=[N:5][CH:6]=[C:7]([C:10]([O:12]C)=[O:11])[CH:8]=2)[CH:3]=[N:2]1.[OH-].[Na+]. (4) The reactants are Cl[CH2:2][Si:3]([O:10][CH2:11][CH3:12])([O:7][CH2:8][CH3:9])[O:4][CH2:5][CH3:6].[C:13]([O-:18])(=[O:17])[C:14]([CH3:16])=[CH2:15].[K+]. The catalyst is C(P(CCCC)CCCC)CCC.C1C2NC3C(=CC=CC=3)SC=2C=CC=1. The product is [C:13]([O:18][CH2:2][Si:3]([O:10][CH2:11][CH3:12])([O:7][CH2:8][CH3:9])[O:4][CH2:5][CH3:6])(=[O:17])[C:14]([CH3:16])=[CH2:15]. The yield is 0.930. (5) The catalyst is C(Cl)Cl. The reactants are Cl.[C@H:2]12[CH2:8][C@H:5]([NH:6][CH2:7]1)[CH2:4][N:3]2[CH2:9][C:10]1[CH:25]=[CH:24][C:13]([O:14][C:15]2[S:16][C:17]3[CH:23]=[CH:22][CH:21]=[CH:20][C:18]=3[N:19]=2)=[CH:12][CH:11]=1.[C:26](O)(=[O:29])[CH2:27][OH:28].Cl.CN(C)CCCN=C=NCC.CCN(CC)CC. The product is [S:16]1[C:17]2[CH:23]=[CH:22][CH:21]=[CH:20][C:18]=2[N:19]=[C:15]1[O:14][C:13]1[CH:12]=[CH:11][C:10]([CH2:9][N:3]2[CH2:4][C@@H:5]3[CH2:8][C@H:2]2[CH2:7][N:6]3[C:27](=[O:28])[CH2:26][OH:29])=[CH:25][CH:24]=1. The yield is 0.550.